From a dataset of Forward reaction prediction with 1.9M reactions from USPTO patents (1976-2016). Predict the product of the given reaction. (1) Given the reactants C(O[C:6](=O)[N:7]([C@H:9]1[C@H:13]([C:14]2[CH:19]=[CH:18][C:17]([Cl:20])=[C:16]([Cl:21])[CH:15]=2)[CH2:12][N:11]([C:22](=[O:31])[C:23]2[CH:28]=[CH:27][C:26]([C:29]#[N:30])=[CH:25][CH:24]=2)[CH2:10]1)C)(C)(C)C.C(O)(C(F)(F)F)=O, predict the reaction product. The product is: [Cl:21][C:16]1[CH:15]=[C:14]([C@H:13]2[C@H:9]([NH:7][CH3:6])[CH2:10][N:11]([C:22]([C:23]3[CH:24]=[CH:25][C:26]([C:29]#[N:30])=[CH:27][CH:28]=3)=[O:31])[CH2:12]2)[CH:19]=[CH:18][C:17]=1[Cl:20]. (2) The product is: [Cl:16][C:17]1[CH:18]=[C:19]([N:23]([CH2:2][C:3]2[C:12]3[C:7](=[C:8]([F:14])[C:9]([F:13])=[CH:10][CH:11]=3)[NH:6][C:5](=[O:15])[CH:4]=2)[S:24]([C:27]2[N:28]=[C:29]([CH3:33])[N:30]([CH3:32])[CH:31]=2)(=[O:26])=[O:25])[CH:20]=[CH:21][CH:22]=1. Given the reactants Br[CH2:2][C:3]1[C:12]2[C:7](=[C:8]([F:14])[C:9]([F:13])=[CH:10][CH:11]=2)[NH:6][C:5](=[O:15])[CH:4]=1.[Cl:16][C:17]1[CH:18]=[C:19]([NH:23][S:24]([C:27]2[N:28]=[C:29]([CH3:33])[N:30]([CH3:32])[CH:31]=2)(=[O:26])=[O:25])[CH:20]=[CH:21][CH:22]=1, predict the reaction product. (3) Given the reactants [NH:1]1[CH:5]=[N:4][CH:3]=[N:2]1.P(Cl)(Cl)(Cl)=O.C(N(CC)CC)C.[CH3:18][C:19]1[N:27]2[C:22]([C:23](=O)[NH:24][CH:25]=[N:26]2)=[C:21]([C:29]2[CH:30]=[N:31][N:32]([CH3:41])[C:33]=2[C:34]2[CH:39]=[CH:38][C:37]([CH3:40])=[CH:36][CH:35]=2)[N:20]=1, predict the reaction product. The product is: [CH3:18][C:19]1[N:27]2[C:22]([C:23]([N:1]3[CH:5]=[N:4][CH:3]=[N:2]3)=[N:24][CH:25]=[N:26]2)=[C:21]([C:29]2[CH:30]=[N:31][N:32]([CH3:41])[C:33]=2[C:34]2[CH:39]=[CH:38][C:37]([CH3:40])=[CH:36][CH:35]=2)[N:20]=1. (4) Given the reactants Br[CH2:2][C:3]1[CH:4]=[C:5]([C:17]([NH:19][CH2:20][C:21]2[C:22](=[O:29])[NH:23][C:24]([CH3:28])=[CH:25][C:26]=2[CH3:27])=[O:18])[C:6]2[CH:7]=[N:8][N:9]([CH:12]3[CH2:16][CH2:15][CH2:14][CH2:13]3)[C:10]=2[CH:11]=1, predict the reaction product. The product is: [CH:12]1([N:9]2[C:10]3[CH:11]=[C:3]([CH3:2])[CH:4]=[C:5]([C:17]([NH:19][CH2:20][C:21]4[C:22](=[O:29])[NH:23][C:24]([CH3:28])=[CH:25][C:26]=4[CH3:27])=[O:18])[C:6]=3[CH:7]=[N:8]2)[CH2:13][CH2:14][CH2:15][CH2:16]1. (5) The product is: [Cl:19][C:16]1[CH:15]=[C:14]2[C:13](=[CH:18][CH:17]=1)[C:8]([C:9]1[CH:10]=[CH:11][C:2]([Cl:1])=[CH:3][CH:4]=1)([CH3:12])[C:7](=[O:20])[C:6]([C:5]([NH:35][CH2:34][C:33]([O:32][C:28]([CH3:31])([CH3:30])[CH3:29])=[O:36])=[O:26])=[C:21]2[OH:22]. Given the reactants [Cl:1][C:2]1[CH:3]=[C:4]2[C:9](=[CH:10][CH:11]=1)[C:8]([C:13]1[CH:18]=[CH:17][C:16]([Cl:19])=[CH:15][CH:14]=1)([CH3:12])[C:7](=[O:20])[C:6]([C:21](OCC)=[O:22])=[C:5]2[OH:26].Cl.[C:28]([O:32][C:33](=[O:36])[CH2:34][NH2:35])([CH3:31])([CH3:30])[CH3:29].CCN(C(C)C)C(C)C, predict the reaction product. (6) Given the reactants [F:1][C:2]([F:24])([F:23])[CH2:3][O:4][C:5]1[CH:10]=[CH:9][C:8]([N:11]2[CH2:15][CH2:14][C:13]3([CH2:20][CH2:19][C:18](=[O:21])[CH2:17][CH2:16]3)[C:12]2=[O:22])=[CH:7][CH:6]=1.[I-].[CH3:26][S+](C)(C)=O, predict the reaction product. The product is: [F:24][C:2]([F:1])([F:23])[CH2:3][O:4][C:5]1[CH:10]=[CH:9][C:8]([N:11]2[CH2:15][CH2:14][C:13]3([CH2:16][CH2:17][C:18]4([O:21][CH2:26]4)[CH2:19][CH2:20]3)[C:12]2=[O:22])=[CH:7][CH:6]=1. (7) Given the reactants [CH3:1][C:2]([CH3:21])([CH3:20])[C:3]([C:5]1[O:6][C:7]2[CH:17]=[CH:16][C:15]([O:18][CH3:19])=[CH:14][C:8]=2[C:9]=1[CH2:10][C:11]([OH:13])=O)=[O:4].C1C=CC2N(O)N=NC=2C=1.[CH2:32]([NH:34][CH2:35][CH2:36][CH2:37][CH3:38])[CH3:33].CCN(C(C)C)C(C)C, predict the reaction product. The product is: [CH2:35]([N:34]([CH2:32][CH3:33])[C:11](=[O:13])[CH2:10][C:9]1[C:8]2[CH:14]=[C:15]([O:18][CH3:19])[CH:16]=[CH:17][C:7]=2[O:6][C:5]=1[C:3](=[O:4])[C:2]([CH3:21])([CH3:20])[CH3:1])[CH2:36][CH2:37][CH3:38].